From a dataset of Full USPTO retrosynthesis dataset with 1.9M reactions from patents (1976-2016). Predict the reactants needed to synthesize the given product. (1) Given the product [Si:1]([O:8][C@@H:9]1[C@@:36]2([CH3:37])[C:13](=[CH:14][CH:15]=[C:16]3[C@@H:35]2[CH2:34][CH2:33][C@@:32]2([CH3:38])[C@H:17]3[CH2:18][CH:19]=[C:20]2[C:21]([O:24][CH2:25][CH2:26][C:27]([CH2:51][CH3:52])([OH:28])[CH2:56][CH3:57])([CH3:23])[CH3:22])[CH2:12][C@@H:11]([O:39][Si:40]([C:43]([CH3:46])([CH3:45])[CH3:44])([CH3:42])[CH3:41])[CH2:10]1)([C:4]([CH3:7])([CH3:6])[CH3:5])([CH3:3])[CH3:2], predict the reactants needed to synthesize it. The reactants are: [Si:1]([O:8][C@@H:9]1[C@@:36]2([CH3:37])[C:13](=[CH:14][CH:15]=[C:16]3[C@@H:35]2[CH2:34][CH2:33][C@@:32]2([CH3:38])[C@H:17]3[CH2:18][CH:19]=[C:20]2[C:21]([O:24][CH2:25][CH2:26][C:27](N(C)C)=[O:28])([CH3:23])[CH3:22])[CH2:12][C@@H:11]([O:39][Si:40]([C:43]([CH3:46])([CH3:45])[CH3:44])([CH3:42])[CH3:41])[CH2:10]1)([C:4]([CH3:7])([CH3:6])[CH3:5])([CH3:3])[CH3:2].Cl[Ce](Cl)Cl.[CH2:51]([Mg]Br)[CH3:52].O1CC[CH2:57][CH2:56]1. (2) Given the product [CH2:40]([N:39]([CH2:6][CH3:7])[C@H:37]1[CH2:38][C@H:35]([SH:34])[CH2:36]1)[CH2:41][CH2:42][CH3:43], predict the reactants needed to synthesize it. The reactants are: C([SiH]([CH2:6][CH3:7])CC)C.FC(F)(F)C(O)=O.C([S:34][C@H:35]1[CH2:38][C@H:37]([N:39]2C[CH2:43][CH2:42][CH2:41][CH2:40]2)[CH2:36]1)(C1C=CC=CC=1)(C1C=CC=CC=1)C1C=CC=CC=1. (3) Given the product [CH3:24][O:23][C:3]1[CH:4]=[C:5]2[C:10](=[CH:11][C:2]=1[O:1][CH2:31][CH2:30][O:29][CH2:28][CH2:27][O:26][CH3:25])[N:9]=[CH:8][N:7]=[C:6]2[O:12][C:13]1[CH:14]=[C:15]2[C:19](=[CH:20][CH:21]=1)[NH:18][C:17]([CH3:22])=[CH:16]2, predict the reactants needed to synthesize it. The reactants are: [OH:1][C:2]1[CH:11]=[C:10]2[C:5]([C:6]([O:12][C:13]3[CH:14]=[C:15]4[C:19](=[CH:20][CH:21]=3)[NH:18][C:17]([CH3:22])=[CH:16]4)=[N:7][CH:8]=[N:9]2)=[CH:4][C:3]=1[O:23][CH3:24].[CH3:25][O:26][CH2:27][CH2:28][O:29][CH2:30][CH2:31]O.